This data is from Reaction yield outcomes from USPTO patents with 853,638 reactions. The task is: Predict the reaction yield, written as a fraction of the theoretical maximum amount of product (1.0 means a 100% yield; for example, 0.34 means a 34% yield). (1) The reactants are [F:1][C:2]1[CH:7]=[C:6]([CH3:8])[CH:5]=[CH:4][N:3]=1.[Cl:9]N1C(=O)CCC1=O.C(OOC(=O)C1C=CC=CC=1)(=O)C1C=CC=CC=1.C(O)(=O)C.C(#N)C. No catalyst specified. The product is [Cl:9][CH2:8][C:6]1[CH:5]=[CH:4][N:3]=[C:2]([F:1])[CH:7]=1. The yield is 0.346. (2) The reactants are [N:1]1([C:7]2[C:8]3[N:22]=[N:21][N:20]([CH2:23][CH2:24][N:25]4[CH2:30][CH2:29][NH:28][CH2:27][CH2:26]4)[C:9]=3[N:10]=[C:11]([C:13]3[CH:14]=[C:15]([OH:19])[CH:16]=[CH:17][CH:18]=3)[N:12]=2)[CH2:6][CH2:5][O:4][CH2:3][CH2:2]1.CCN(CC)CC.[C:38](Cl)(=[O:45])[C:39]1[CH:44]=[CH:43][N:42]=[CH:41][CH:40]=1. The catalyst is C1COCC1. The product is [C:38]([N:28]1[CH2:27][CH2:26][N:25]([CH2:24][CH2:23][N:20]2[C:9]3[N:10]=[C:11]([C:13]4[CH:14]=[C:15]([OH:19])[CH:16]=[CH:17][CH:18]=4)[N:12]=[C:7]([N:1]4[CH2:2][CH2:3][O:4][CH2:5][CH2:6]4)[C:8]=3[N:22]=[N:21]2)[CH2:30][CH2:29]1)(=[O:45])[C:39]1[CH:44]=[CH:43][N:42]=[CH:41][CH:40]=1. The yield is 0.230. (3) The reactants are Cl[C:2]1[CH:7]=[C:6]([C:8]([F:11])([F:10])[F:9])[CH:5]=[C:4]([CH3:12])[N:3]=1.[NH:13]1[CH2:18][CH2:17][NH:16][CH2:15][CH2:14]1.C(N(CC)CC)C. The catalyst is O1CCOCC1.O. The product is [CH3:12][C:4]1[N:3]=[C:2]([N:13]2[CH2:18][CH2:17][NH:16][CH2:15][CH2:14]2)[CH:7]=[C:6]([C:8]([F:11])([F:10])[F:9])[CH:5]=1. The yield is 0.702. (4) The reactants are [C:1]([NH:5][S:6]([C:9]1[C:10]([CH:31]([F:33])[F:32])=[N:11][CH:12]=[C:13]([C:15]2[N:20]3[CH:21]=[CH:22][C:23]([C:24]4[CH:29]=[CH:28][CH:27]=[CH:26][CH:25]=4)=[C:19]3[C:18](Cl)=[N:17][N:16]=2)[CH:14]=1)(=[O:8])=[O:7])([CH3:4])([CH3:3])[CH3:2].[N:34]1[CH:39]=[CH:38][CH:37]=[CH:36][C:35]=1[CH2:40][NH2:41]. No catalyst specified. The product is [C:1]([NH:5][S:6]([C:9]1[C:10]([CH:31]([F:33])[F:32])=[N:11][CH:12]=[C:13]([C:15]2[N:20]3[CH:21]=[CH:22][C:23]([C:24]4[CH:29]=[CH:28][CH:27]=[CH:26][CH:25]=4)=[C:19]3[C:18]([NH:41][CH2:40][C:35]3[CH:36]=[CH:37][CH:38]=[CH:39][N:34]=3)=[N:17][N:16]=2)[CH:14]=1)(=[O:8])=[O:7])([CH3:4])([CH3:3])[CH3:2]. The yield is 0.610. (5) The reactants are [Br:1][C:2]1[CH:7]=[C:6]([F:8])[CH:5]=[CH:4][C:3]=1[CH:9]1[C:14]([C:15]([O:17][CH2:18][CH3:19])=[O:16])=[C:13]([CH2:20]Br)[NH:12][C:11]([C:22]2[S:23][CH:24]=[CH:25][N:26]=2)=[N:10]1.Cl.[NH:28]1[CH2:33][CH2:32][O:31][CH2:30][CH:29]1[C:34]([O:36][CH:37]([CH3:39])[CH3:38])=[O:35]. No catalyst specified. The product is [Br:1][C:2]1[CH:7]=[C:6]([F:8])[CH:5]=[CH:4][C:3]=1[CH:9]1[N:10]=[C:11]([C:22]2[S:23][CH:24]=[CH:25][N:26]=2)[NH:12][C:13]([CH2:20][N:28]2[CH2:33][CH2:32][O:31][CH2:30][CH:29]2[C:34]([O:36][CH:37]([CH3:39])[CH3:38])=[O:35])=[C:14]1[C:15]([O:17][CH2:18][CH3:19])=[O:16]. The yield is 0.600. (6) The reactants are [NH2:1][C:2]1[CH:12]=[CH:11][C:5]([C:6]([O:8][CH2:9][CH3:10])=[O:7])=[CH:4][CH:3]=1.C(N(CC)CC)C.FC(F)(F)S(O[Si:26]([CH3:29])([CH3:28])[CH3:27])(=O)=O. The catalyst is C1(C)C=CC=CC=1. The product is [CH3:27][Si:26]([N:1]([Si:26]([CH3:29])([CH3:28])[CH3:27])[C:2]1[CH:3]=[CH:4][C:5]([C:6]([O:8][CH2:9][CH3:10])=[O:7])=[CH:11][CH:12]=1)([CH3:29])[CH3:28]. The yield is 0.930.